Dataset: Full USPTO retrosynthesis dataset with 1.9M reactions from patents (1976-2016). Task: Predict the reactants needed to synthesize the given product. (1) Given the product [CH:1]1[C:9]2[C:8]3[CH2:10][CH2:11][CH2:12][CH2:13][CH2:14][CH2:15][C:7]=3[O:6][C:5]=2[CH:4]=[CH:3][C:2]=1[NH:16][C:17](=[O:24])[CH2:18][CH2:19][CH2:20][CH2:21][CH2:22][CH3:23], predict the reactants needed to synthesize it. The reactants are: [CH:1]1[C:9]2[C:8]3[CH2:10][CH2:11][CH2:12][CH2:13][CH2:14][CH2:15][C:7]=3[O:6][C:5]=2[CH:4]=[CH:3][C:2]=1[NH2:16].[C:17](Cl)(=[O:24])[CH2:18][CH2:19][CH2:20][CH2:21][CH2:22][CH3:23]. (2) Given the product [CH3:27][C:22]1([CH2:21][CH2:20][CH2:19][CH2:18][N:9]2[CH:8]=[CH:7][C:6]([N+:3]([O-:5])=[O:4])=[N:10]2)[O:26][CH2:25][CH2:24][O:23]1, predict the reactants needed to synthesize it. The reactants are: N#N.[N+:3]([C:6]1[NH:10][N:9]=[CH:8][CH:7]=1)([O-:5])=[O:4].C([O-])([O-])=O.[Cs+].[Cs+].Br[CH2:18][CH2:19][CH2:20][CH2:21][C:22]1([CH3:27])[O:26][CH2:25][CH2:24][O:23]1. (3) Given the product [CH:46]1([CH2:49][O:38][C:13]2[CH:14]=[C:15]3[C:19](=[C:11]([C:9]([NH2:8])=[O:10])[CH:12]=2)[NH:18][CH:17]=[C:16]3[CH:27]2[CH2:32][CH2:31][N:30]([S:33]([CH2:36][CH3:37])(=[O:34])=[O:35])[CH2:29][CH2:28]2)[CH2:48][CH2:47]1, predict the reactants needed to synthesize it. The reactants are: CC(OC([N:8](C(OC(C)(C)C)=O)[C:9]([C:11]1[CH:12]=[C:13]([OH:38])[CH:14]=[C:15]2[C:19]=1[N:18](C(OC(C)(C)C)=O)[CH:17]=[C:16]2[CH:27]1[CH2:32][CH2:31][N:30]([S:33]([CH2:36][CH3:37])(=[O:35])=[O:34])[CH2:29][CH2:28]1)=[O:10])=O)(C)C.[CH:46]1([CH2:49]Br)[CH2:48][CH2:47]1.[OH-].[Na+].C(O)(C(F)(F)F)=O. (4) The reactants are: [F:1][C:2]1[CH:7]=[CH:6][C:5]([S:8]([NH:11][C@@H:12]([C:16]([OH:18])=[O:17])[CH:13]([CH3:15])[CH3:14])(=[O:10])=[O:9])=[CH:4][CH:3]=1.S(Cl)(Cl)=O.[CH2:23](O)[CH3:24]. Given the product [CH2:23]([O:17][C:16](=[O:18])[C@@H:12]([CH:13]([CH3:15])[CH3:14])[NH:11][S:8]([C:5]1[CH:4]=[CH:3][C:2]([F:1])=[CH:7][CH:6]=1)(=[O:9])=[O:10])[CH3:24], predict the reactants needed to synthesize it.